This data is from Forward reaction prediction with 1.9M reactions from USPTO patents (1976-2016). The task is: Predict the product of the given reaction. Given the reactants C([N:4]1[C:12]2[C:7](=[CH:8][CH:9]=[CH:10][CH:11]=2)[C:6](=[C:13](OCC)[C:14]2[CH:19]=[CH:18][CH:17]=[CH:16][CH:15]=2)[C:5]1=[O:23])(=O)C.[N:24]1([CH2:30][C:31]([N:33]([C:35]2[CH:41]=[CH:40][C:38]([NH2:39])=[CH:37][CH:36]=2)[CH3:34])=[O:32])[CH2:29][CH2:28][CH2:27][CH2:26][CH2:25]1.[OH-].[Na+], predict the reaction product. The product is: [N:24]1([CH2:30][C:31]([N:33]([C:35]2[CH:36]=[CH:37][C:38]([NH:39]/[C:13](=[C:6]3\[C:5](=[O:23])[NH:4][C:12]4[C:7]\3=[CH:8][CH:9]=[CH:10][CH:11]=4)/[C:14]3[CH:15]=[CH:16][CH:17]=[CH:18][CH:19]=3)=[CH:40][CH:41]=2)[CH3:34])=[O:32])[CH2:29][CH2:28][CH2:27][CH2:26][CH2:25]1.